This data is from Peptide-MHC class I binding affinity with 185,985 pairs from IEDB/IMGT. The task is: Regression. Given a peptide amino acid sequence and an MHC pseudo amino acid sequence, predict their binding affinity value. This is MHC class I binding data. (1) The peptide sequence is YVRTNGTSK. The MHC is HLA-B27:05 with pseudo-sequence HLA-B27:05. The binding affinity (normalized) is 0.0847. (2) The binding affinity (normalized) is 0.727. The peptide sequence is KALNNLFVI. The MHC is H-2-Db with pseudo-sequence H-2-Db. (3) The peptide sequence is VLEIINDKGK. The MHC is HLA-A11:01 with pseudo-sequence HLA-A11:01. The binding affinity (normalized) is 0.276. (4) The peptide sequence is DYMPVMKRY. The MHC is HLA-A26:01 with pseudo-sequence HLA-A26:01. The binding affinity (normalized) is 0. (5) The peptide sequence is KVFFGPIYY. The MHC is HLA-A02:03 with pseudo-sequence HLA-A02:03. The binding affinity (normalized) is 0.0847. (6) The peptide sequence is IFMRDWNSK. The MHC is HLA-A11:01 with pseudo-sequence HLA-A11:01. The binding affinity (normalized) is 0.167.